Task: Predict the product of the given reaction.. Dataset: Forward reaction prediction with 1.9M reactions from USPTO patents (1976-2016) (1) Given the reactants CS(O[CH2:6][C:7]1[C:8]([CH:33]([O:36][CH3:37])[O:34][CH3:35])=[N:9][C:10]2[N:11]([C:17](=[O:32])[NH:18][C:19]3[CH:24]=[C:23]([NH:25][CH2:26][CH2:27][O:28][CH3:29])[C:22]([C:30]#[N:31])=[CH:21][N:20]=3)[CH2:12][CH2:13][CH2:14][C:15]=2[CH:16]=1)(=O)=O.[CH3:38][NH2:39], predict the reaction product. The product is: [C:30]([C:22]1[C:23]([NH:25][CH2:26][CH2:27][O:28][CH3:29])=[CH:24][C:19]([NH:18][C:17]([N:11]2[C:10]3[C:15](=[CH:16][C:7]([CH2:6][NH:39][CH3:38])=[C:8]([CH:33]([O:34][CH3:35])[O:36][CH3:37])[N:9]=3)[CH2:14][CH2:13][CH2:12]2)=[O:32])=[N:20][CH:21]=1)#[N:31]. (2) Given the reactants [C:1]([C:4]1[C:5](F)=[C:6]([F:22])[C:7]([NH:14][C:15]2[CH:20]=[CH:19][CH:18]=[CH:17][C:16]=2[F:21])=[C:8]([CH:13]=1)[C:9]([O:11][CH3:12])=[O:10])(=[O:3])[CH3:2].[N-:24]=[N+]=[N-].[Na+], predict the reaction product. The product is: [F:22][C:6]1[C:5]2=[N:24][O:3][C:1]([CH3:2])=[C:4]2[CH:13]=[C:8]([C:9]([O:11][CH3:12])=[O:10])[C:7]=1[NH:14][C:15]1[CH:20]=[CH:19][CH:18]=[CH:17][C:16]=1[F:21].